This data is from Full USPTO retrosynthesis dataset with 1.9M reactions from patents (1976-2016). The task is: Predict the reactants needed to synthesize the given product. (1) Given the product [F:1][C:2]1[CH:7]=[CH:6][C:5]([C:8]2[O:9][C:10]3[CH:20]=[CH:19][C:18]([C:21]4[CH:29]=[C:25]([C:26](=[O:28])[NH:42][C:39]5([C:37]6[CH:38]=[N:33][CH:34]=[N:35][CH:36]=6)[CH2:41][CH2:40]5)[C:24]([O:30][CH3:31])=[CH:23][C:22]=4[CH3:32])=[CH:17][C:11]=3[C:12]=2[C:13]([NH:14][CH3:15])=[O:16])=[CH:4][CH:3]=1, predict the reactants needed to synthesize it. The reactants are: [F:1][C:2]1[CH:7]=[CH:6][C:5]([C:8]2[O:9][C:10]3[CH:20]=[CH:19][C:18]([C:21]4[C:22]([CH3:32])=[CH:23][C:24]([O:30][CH3:31])=[C:25]([CH:29]=4)[C:26]([OH:28])=O)=[CH:17][C:11]=3[C:12]=2[C:13](=[O:16])[NH:14][CH3:15])=[CH:4][CH:3]=1.[N:33]1[CH:38]=[C:37]([C:39]2([NH2:42])[CH2:41][CH2:40]2)[CH:36]=[N:35][CH:34]=1.CCN=C=NCCCN(C)C.Cl.C1C=CC2N(O)N=NC=2C=1. (2) Given the product [F:13][CH:2]([F:1])[O:3][C:4]1[CH:5]=[C:6]2[C:10](=[CH:11][CH:12]=1)[NH:9][CH:8]=[C:7]2[C:22]([OH:23])=[O:25], predict the reactants needed to synthesize it. The reactants are: [F:1][CH:2]([F:13])[O:3][C:4]1[CH:5]=[C:6]2[C:10](=[CH:11][CH:12]=1)[NH:9][CH:8]=[CH:7]2.P(Cl)(Cl)(Cl)=O.CN([CH:22]=[O:23])C.Cl([O-])=[O:25].[Na+].P([O-])(O)(O)=O.[Na+]. (3) Given the product [F:1][C:2]1[CH:3]=[N:4][C:5]([NH:11][CH2:12][CH2:13][C:14]([F:17])([F:16])[F:15])=[C:6]([CH:10]=1)[C:7]([NH:63][C:59]([CH3:60])([C:61]#[CH:62])[CH3:58])=[O:9], predict the reactants needed to synthesize it. The reactants are: [F:1][C:2]1[CH:3]=[N:4][C:5]([NH:11][CH2:12][CH2:13][C:14]([F:17])([F:16])[F:15])=[C:6]([CH:10]=1)[C:7]([OH:9])=O.Cl.CN(C)CCCN=C=NCC.ON1C2C=CC=CC=2N=N1.C(N(CC)C(C)C)(C)C.CCN(C(C)C)C(C)C.[CH3:58][C:59]([NH2:63])([C:61]#[CH:62])[CH3:60]. (4) Given the product [Cl:1][C:2]1[CH:3]=[N:4][C:5]2[C:10]([CH:11]=1)=[CH:9][C:8]([CH2:12][C:13]1[CH:14]=[C:15]([CH:19]=[C:20]([CH3:22])[N:21]=1)[C:16]([OH:18])=[O:17])=[CH:7][CH:6]=2, predict the reactants needed to synthesize it. The reactants are: [Cl:1][C:2]1[CH:3]=[N:4][C:5]2[C:10]([CH:11]=1)=[CH:9][C:8]([CH2:12][C:13]1[CH:14]=[C:15]([CH:19]=[C:20]([CH3:22])[N:21]=1)[C:16]([O-:18])=[O:17])=[CH:7][CH:6]=2.[Li+].[OH-]. (5) The reactants are: CN(C)/[CH:3]=[CH:4]/[C:5]([C:7]1[CH:12]=[CH:11][C:10]([Cl:13])=[CH:9][CH:8]=1)=O.[N+]([O-])(O)=O.[C:19]([NH:22][C:23]1[CH:31]=[CH:30][C:26]([C:27]([NH2:29])=[O:28])=[CH:25][CH:24]=1)(=[NH:21])N.[C:32](=O)([O-])[O-].[K+].[K+]. Given the product [Cl:13][C:10]1[CH:11]=[CH:12][C:7]([C:5]2[CH:4]=[CH:3][N:21]=[C:19]([NH:22][C:23]3[CH:24]=[CH:25][C:26]([C:27]([NH2:29])=[O:28])=[CH:30][CH:31]=3)[CH:32]=2)=[CH:8][CH:9]=1, predict the reactants needed to synthesize it. (6) Given the product [NH2:25][CH:19]1[CH2:20][CH2:21][N:16]([CH2:15][C:5]2[N:4]([CH2:3][C:2]([CH3:24])([CH3:23])[CH3:1])[C:8]3[N:9]=[C:10]([C:13]#[N:14])[N:11]=[CH:12][C:7]=3[CH:6]=2)[CH2:17][CH2:18]1, predict the reactants needed to synthesize it. The reactants are: [CH3:1][C:2]([CH3:24])([CH3:23])[CH2:3][N:4]1[C:8]2[N:9]=[C:10]([C:13]#[N:14])[N:11]=[CH:12][C:7]=2[CH:6]=[C:5]1[CH2:15][N:16]1[CH2:21][CH2:20][C:19](=O)[CH2:18][CH2:17]1.[N:25]1N=CN(N)C=1.C(N(CC)CC)C.[O-]S([O-])(=O)=O.[Mg+2].[BH4-].[Na+]. (7) Given the product [CH2:1]([O:2][C:3]([C:5]1([CH2:8][N:9]([C:18]2[C:19]([N+:23]([O-:25])=[O:24])=[CH:20][N:21]=[C:16]([Cl:15])[N:17]=2)[CH:10]2[CH2:14][CH2:13][CH2:12][CH2:11]2)[CH2:7][CH2:6]1)=[O:4])[CH3:26], predict the reactants needed to synthesize it. The reactants are: [CH3:1][O:2][C:3]([C:5]1([CH2:8][NH:9][CH:10]2[CH2:14][CH2:13][CH2:12][CH2:11]2)[CH2:7][CH2:6]1)=[O:4].[Cl:15][C:16]1[N:21]=[C:20](Cl)[C:19]([N+:23]([O-:25])=[O:24])=[CH:18][N:17]=1.[C:26]([O-])([O-])=O.[K+].[K+]. (8) The reactants are: [OH:1][C:2]1[CH:3]=[CH:4][CH:5]=[C:6]2[C:11]=1[N:10]=[CH:9][N:8]=[CH:7]2.I[CH3:13]. Given the product [CH3:13][O:1][C:2]1[CH:3]=[CH:4][CH:5]=[C:6]2[C:11]=1[N:10]=[CH:9][N:8]=[CH:7]2, predict the reactants needed to synthesize it.